From a dataset of Forward reaction prediction with 1.9M reactions from USPTO patents (1976-2016). Predict the product of the given reaction. (1) Given the reactants [CH2:1]([C:4]1([C:25]2[CH:30]=[CH:29][CH:28]=[CH:27][CH:26]=2)[O:9][C:8](=[O:10])[N:7]([C:11]2[CH:12]=[C:13]([C:17]3[CH:22]=[CH:21][C:20]([F:23])=[CH:19][C:18]=3[F:24])[CH:14]=[CH:15][CH:16]=2)[CH2:6][CH2:5]1)[CH:2]=[CH2:3].B.C1C[O:35]CC1, predict the reaction product. The product is: [F:24][C:18]1[CH:19]=[C:20]([F:23])[CH:21]=[CH:22][C:17]=1[C:13]1[CH:14]=[CH:15][CH:16]=[C:11]([N:7]2[CH2:6][CH2:5][C:4]([CH2:1][CH2:2][CH2:3][OH:35])([C:25]3[CH:30]=[CH:29][CH:28]=[CH:27][CH:26]=3)[O:9][C:8]2=[O:10])[CH:12]=1. (2) Given the reactants [Cl:1][C:2]1[N:10]=[C:9](Cl)[C:8]([F:12])=[CH:7][C:3]=1[C:4]([NH2:6])=O.Cl.[CH2:14]([O:21][C:22](=[O:31])[NH:23][C:24]1([C@H:27]([NH2:30])[CH2:28][CH3:29])[CH2:26][CH2:25]1)[C:15]1[CH:20]=[CH:19][CH:18]=[CH:17][CH:16]=1.CCN(C(C)C)C(C)C, predict the reaction product. The product is: [Cl:1][C:2]1[N:10]=[C:9]([NH:30][C@@H:27]([C:24]2([NH:23][C:22](=[O:31])[O:21][CH2:14][C:15]3[CH:16]=[CH:17][CH:18]=[CH:19][CH:20]=3)[CH2:26][CH2:25]2)[CH2:28][CH3:29])[C:8]([F:12])=[CH:7][C:3]=1[C:4]#[N:6]. (3) Given the reactants [NH2:1][CH2:2][C@H:3]1[CH2:7][CH2:6][N:5]([C:8]([O:10][C:11]([CH3:14])([CH3:13])[CH3:12])=[O:9])[CH2:4]1.C(N(CC)CC)C.[F:22][C:23]([F:36])([F:35])[S:24](O[S:24]([C:23]([F:36])([F:35])[F:22])(=[O:26])=[O:25])(=[O:26])=[O:25], predict the reaction product. The product is: [C:8]([N:5]1[CH2:6][CH2:7][C@H:3]([CH2:2][NH:1][S:24]([C:23]([F:36])([F:35])[F:22])(=[O:26])=[O:25])[CH2:4]1)([O:10][C:11]([CH3:14])([CH3:13])[CH3:12])=[O:9].